From a dataset of Forward reaction prediction with 1.9M reactions from USPTO patents (1976-2016). Predict the product of the given reaction. (1) Given the reactants C[O:2][C:3]([C:5]1[S:6][C:7]([C:24]2[CH:29]=[CH:28][CH:27]=[CH:26][CH:25]=2)=[CH:8][C:9]=1[N:10]([C:14](=[O:23])[C:15]1[CH:20]=[CH:19][C:18]([Cl:21])=[CH:17][C:16]=1[Cl:22])[N:11]([CH3:13])[CH3:12])=[O:4].[Li+].[OH-], predict the reaction product. The product is: [Cl:22][C:16]1[CH:17]=[C:18]([Cl:21])[CH:19]=[CH:20][C:15]=1[C:14]([N:10]([C:9]1[CH:8]=[C:7]([C:24]2[CH:29]=[CH:28][CH:27]=[CH:26][CH:25]=2)[S:6][C:5]=1[C:3]([OH:4])=[O:2])[N:11]([CH3:13])[CH3:12])=[O:23]. (2) Given the reactants [F:1][CH:2]([F:19])[C:3]1[C:4]([O:11][CH2:12][CH2:13][CH2:14][Si:15]([CH3:18])([CH3:17])[CH3:16])=[CH:5][C:6]([CH3:10])=[C:7]([CH:9]=1)[NH2:8].CO[CH:22](OC)[N:23]([CH3:26])[CH2:24][CH3:25], predict the reaction product. The product is: [F:19][CH:2]([F:1])[C:3]1[C:4]([O:11][CH2:12][CH2:13][CH2:14][Si:15]([CH3:17])([CH3:16])[CH3:18])=[CH:5][C:6]([CH3:10])=[C:7]([N:8]=[CH:22][N:23]([CH2:24][CH3:25])[CH3:26])[CH:9]=1.